The task is: Predict the reaction yield, written as a fraction of the theoretical maximum amount of product (1.0 means a 100% yield; for example, 0.34 means a 34% yield).. This data is from Reaction yield outcomes from USPTO patents with 853,638 reactions. The reactants are [CH2:1]([CH:8]1[CH2:13][CH2:12][N:11]([C:14](=[O:31])[C:15]([NH:17][C:18]2[C:27]([N+:28]([O-])=O)=[CH:26][C:21]3[NH:22][C:23](=[O:25])[O:24][C:20]=3[CH:19]=2)=[O:16])[CH2:10][CH2:9]1)[C:2]1[CH:7]=[CH:6][CH:5]=[CH:4][CH:3]=1. The catalyst is [Pd].CO. The product is [NH2:28][C:27]1[C:18]([NH:17][C:15](=[O:16])[C:14]([N:11]2[CH2:10][CH2:9][CH:8]([CH2:1][C:2]3[CH:3]=[CH:4][CH:5]=[CH:6][CH:7]=3)[CH2:13][CH2:12]2)=[O:31])=[CH:19][C:20]2[O:24][C:23](=[O:25])[NH:22][C:21]=2[CH:26]=1. The yield is 0.345.